Dataset: Full USPTO retrosynthesis dataset with 1.9M reactions from patents (1976-2016). Task: Predict the reactants needed to synthesize the given product. (1) Given the product [Si:19]([O:18][CH2:17][C@@H:16]([NH:10][CH2:11][CH2:12][CH:13]([CH3:15])[CH3:14])[CH2:36][CH2:37][CH:38]([F:62])[CH2:39][NH:40][C:41](=[O:61])[C@H:42]([CH:48]([C:55]1[CH:60]=[CH:59][CH:58]=[CH:57][CH:56]=1)[C:49]1[CH:50]=[CH:51][CH:52]=[CH:53][CH:54]=1)[NH:43][C:44]([O:46][CH3:47])=[O:45])([C:32]([CH3:33])([CH3:34])[CH3:35])([C:26]1[CH:27]=[CH:28][CH:29]=[CH:30][CH:31]=1)[C:20]1[CH:21]=[CH:22][CH:23]=[CH:24][CH:25]=1, predict the reactants needed to synthesize it. The reactants are: C(OC(=O)[N:10]([C@@H:16]([CH2:36][CH2:37][CH:38]([F:62])[CH2:39][NH:40][C:41](=[O:61])[C@H:42]([CH:48]([C:55]1[CH:60]=[CH:59][CH:58]=[CH:57][CH:56]=1)[C:49]1[CH:54]=[CH:53][CH:52]=[CH:51][CH:50]=1)[NH:43][C:44]([O:46][CH3:47])=[O:45])[CH2:17][O:18][Si:19]([C:32]([CH3:35])([CH3:34])[CH3:33])([C:26]1[CH:31]=[CH:30][CH:29]=[CH:28][CH:27]=1)[C:20]1[CH:25]=[CH:24][CH:23]=[CH:22][CH:21]=1)[CH2:11][CH2:12][CH:13]([CH3:15])[CH3:14])C1C=CC=CC=1. (2) Given the product [C:14]([O:18][C:41](=[O:26])[NH:38][C@@H:9]1[CH2:10][C@H:8]1[C:4]1[CH:3]=[C:2]([Br:1])[S:6][C:5]=1[CH3:7])([CH3:17])([CH3:16])[CH3:15], predict the reactants needed to synthesize it. The reactants are: [Br:1][C:2]1[S:6][C:5]([CH3:7])=[C:4]([C@@H:8]2[CH2:10][C@H:9]2C(O)=O)[CH:3]=1.[C:14]([OH:18])([CH3:17])([CH3:16])[CH3:15].C1(P(N=[N+]=[N-])(C2C=CC=CC=2)=[O:26])C=CC=CC=1.C([N:38]([CH2:41]C)CC)C. (3) Given the product [CH2:17]([O:18][C:19]([C@H:20]1[C@H:21]([C:22]2[CH:27]=[CH:26][C:25]([Cl:28])=[CH:24][CH:23]=2)[CH2:9][N:8]([CH2:1][C:2]2[CH:3]=[CH:4][CH:5]=[CH:6][CH:7]=2)[CH2:14]1)=[O:29])[CH3:30], predict the reactants needed to synthesize it. The reactants are: [CH2:1]([N:8]([CH2:14]OC)[CH2:9][Si](C)(C)C)[C:2]1[CH:7]=[CH:6][CH:5]=[CH:4][CH:3]=1.[CH3:17][O:18][C:19](=[O:29])/[CH:20]=[CH:21]/[C:22]1[CH:27]=[CH:26][C:25]([Cl:28])=[CH:24][CH:23]=1.[C:30](O)(C(F)(F)F)=O.C([O-])(O)=O.[Na+]. (4) Given the product [CH3:12][C:9]1[CH:10]=[CH:11][C:2]([C:18]2[CH:23]=[CH:22][CH:21]=[CH:20][N:19]=2)=[C:3]([CH:8]=1)[C:4]([O:6][CH3:7])=[O:5], predict the reactants needed to synthesize it. The reactants are: Br[C:2]1[CH:11]=[CH:10][C:9]([CH3:12])=[CH:8][C:3]=1[C:4]([O:6][CH3:7])=[O:5].C([Sn](CCCC)(CCCC)[C:18]1[CH:23]=[CH:22][CH:21]=[CH:20][N:19]=1)CCC.[F-].[Cs+]. (5) Given the product [N:28]1[C:29]2[C:24](=[C:23]([N:22]=[CH:11][C:10]([C:13]([F:14])([F:15])[F:16])([OH:17])[CH2:9][C:8]([C:6]3[CH:7]=[C:2]([F:1])[CH:3]=[CH:4][C:5]=3[OH:20])([CH3:18])[CH3:19])[CH:32]=[CH:31][CH:30]=2)[CH:25]=[CH:26][N:27]=1, predict the reactants needed to synthesize it. The reactants are: [F:1][C:2]1[CH:3]=[CH:4][C:5]([O:20]C)=[C:6]([C:8]([CH3:19])([CH3:18])[CH2:9][C:10]([OH:17])([C:13]([F:16])([F:15])[F:14])[CH:11]=O)[CH:7]=1.[NH2:22][C:23]1[CH:32]=[CH:31][CH:30]=[C:29]2[C:24]=1[CH:25]=[CH:26][N:27]=[N:28]2.C(O)(=O)C.ClCCl. (6) Given the product [C:4]([O:3][C:1]([N:8]1[CH2:13][CH2:12][CH:11]([NH:22][CH2:15][C:16]2[CH:21]=[CH:20][CH:19]=[CH:18][CH:17]=2)[CH2:10][CH2:9]1)=[O:2])([CH3:7])([CH3:6])[CH3:5], predict the reactants needed to synthesize it. The reactants are: [C:1]([N:8]1[CH2:13][CH2:12][CH2:11][CH2:10][C:9]1=O)([O:3][C:4]([CH3:7])([CH3:6])[CH3:5])=[O:2].[CH2:15]([NH2:22])[C:16]1[CH:21]=[CH:20][CH:19]=[CH:18][CH:17]=1.C(O)(=O)C.C(O[BH-](OC(=O)C)OC(=O)C)(=O)C.[Na+]. (7) Given the product [Cl:15][C:8]1[CH:9]=[CH:10][C:5]([O:4][CH:1]([CH3:3])[CH3:2])=[CH:6][C:7]=1[CH2:11][C:12]([OH:14])=[O:13], predict the reactants needed to synthesize it. The reactants are: [CH:1]([O:4][C:5]1[CH:6]=[C:7]([CH2:11][C:12]([OH:14])=[O:13])[CH:8]=[CH:9][CH:10]=1)([CH3:3])[CH3:2].[Cl:15]N1C(=O)CCC1=O. (8) Given the product [Br:1][C:2]1[CH:3]=[C:4]([N:8]2[C:9]3[C:18]4[C:13]([N:12]=[CH:11][N:10]=3)=[CH:14][C:15]([O:22][CH3:23])=[C:16]([O:20][CH3:21])[C:17]=4[N:19]=[C:26]2[CH3:27])[CH:5]=[CH:6][CH:7]=1, predict the reactants needed to synthesize it. The reactants are: [Br:1][C:2]1[CH:3]=[C:4]([NH:8][C:9]2[C:18]3[C:17]([NH2:19])=[C:16]([O:20][CH3:21])[C:15]([O:22][CH3:23])=[CH:14][C:13]=3[N:12]=[CH:11][N:10]=2)[CH:5]=[CH:6][CH:7]=1.[OH-].[Na+].[C:26](OC(=O)C)(=O)[CH3:27]. (9) Given the product [Br:38][CH2:39][CH2:40][CH2:41][N:10]1[C:11]2[CH:16]=[CH:15][CH:14]=[CH:13][C:12]=2[N:8]([C:5]2[CH:4]=[CH:3][C:2]([CH3:1])=[CH:7][CH:6]=2)[S:9]1(=[O:18])=[O:17], predict the reactants needed to synthesize it. The reactants are: [CH3:1][C:2]1[CH:7]=[CH:6][C:5]([N:8]2[C:12]3[CH:13]=[CH:14][CH:15]=[CH:16][C:11]=3[NH:10][S:9]2(=[O:18])=[O:17])=[CH:4][CH:3]=1.C1(P(C2C=CC=CC=2)C2C=CC=CC=2)C=CC=CC=1.[Br:38][CH2:39][CH2:40][CH2:41]O.CC(OC(/N=N/C(OC(C)C)=O)=O)C.